From a dataset of Reaction yield outcomes from USPTO patents with 853,638 reactions. Predict the reaction yield, written as a fraction of the theoretical maximum amount of product (1.0 means a 100% yield; for example, 0.34 means a 34% yield). The reactants are [CH2:1]([C:3]1[CH:4]=[C:5]([C:9]2[C:14]([F:15])=[CH:13][CH:12]=[CH:11][C:10]=2[C:16]([OH:31])([C@@H:25]2[CH2:30][CH2:29][CH2:28][NH:27][CH2:26]2)[CH2:17][CH2:18][CH2:19][NH:20][C:21](=[O:24])[O:22][CH3:23])[CH:6]=[CH:7][CH:8]=1)[CH3:2].[OH:32][CH:33]([CH2:38][N:39]([CH3:52])[S:40]([C:43]1[CH:48]=[CH:47][CH:46]=[CH:45][C:44]=1[N+:49]([O-:51])=[O:50])(=[O:42])=[O:41])[CH2:34][C:35]([O-])=[O:36].[Li+].CCN(C(C)C)C(C)C.CN(C(ON1N=NC2C=CC=CC1=2)=[N+](C)C)C.F[P-](F)(F)(F)(F)F. The catalyst is CN(C=O)C. The product is [CH2:1]([C:3]1[CH:4]=[C:5]([C:9]2[C:14]([F:15])=[CH:13][CH:12]=[CH:11][C:10]=2[C:16]([OH:31])([C@@H:25]2[CH2:30][CH2:29][CH2:28][N:27]([C:35](=[O:36])[CH2:34][CH:33]([OH:32])[CH2:38][N:39]([CH3:52])[S:40]([C:43]3[CH:48]=[CH:47][CH:46]=[CH:45][C:44]=3[N+:49]([O-:51])=[O:50])(=[O:41])=[O:42])[CH2:26]2)[CH2:17][CH2:18][CH2:19][NH:20][C:21](=[O:24])[O:22][CH3:23])[CH:6]=[CH:7][CH:8]=1)[CH3:2]. The yield is 0.570.